From a dataset of NCI-60 drug combinations with 297,098 pairs across 59 cell lines. Regression. Given two drug SMILES strings and cell line genomic features, predict the synergy score measuring deviation from expected non-interaction effect. (1) Drug 1: C1CC(=O)NC(=O)C1N2CC3=C(C2=O)C=CC=C3N. Drug 2: CCC1(C2=C(COC1=O)C(=O)N3CC4=CC5=C(C=CC(=C5CN(C)C)O)N=C4C3=C2)O.Cl. Cell line: NCI-H522. Synergy scores: CSS=30.7, Synergy_ZIP=-6.16, Synergy_Bliss=-1.06, Synergy_Loewe=-46.3, Synergy_HSA=0.947. (2) Drug 1: CC12CCC3C(C1CCC2=O)CC(=C)C4=CC(=O)C=CC34C. Drug 2: C1CCC(CC1)NC(=O)N(CCCl)N=O. Cell line: SK-MEL-2. Synergy scores: CSS=53.1, Synergy_ZIP=-1.06, Synergy_Bliss=-1.21, Synergy_Loewe=-13.2, Synergy_HSA=-0.703. (3) Drug 1: C1=CC(=CC=C1CCC2=CNC3=C2C(=O)NC(=N3)N)C(=O)NC(CCC(=O)O)C(=O)O. Drug 2: N.N.Cl[Pt+2]Cl. Cell line: HT29. Synergy scores: CSS=38.1, Synergy_ZIP=2.49, Synergy_Bliss=3.00, Synergy_Loewe=-17.5, Synergy_HSA=2.25. (4) Drug 1: C1=C(C(=O)NC(=O)N1)N(CCCl)CCCl. Drug 2: CC1C(C(CC(O1)OC2CC(OC(C2O)C)OC3=CC4=CC5=C(C(=O)C(C(C5)C(C(=O)C(C(C)O)O)OC)OC6CC(C(C(O6)C)O)OC7CC(C(C(O7)C)O)OC8CC(C(C(O8)C)O)(C)O)C(=C4C(=C3C)O)O)O)O. Cell line: SN12C. Synergy scores: CSS=44.8, Synergy_ZIP=0.0679, Synergy_Bliss=3.31, Synergy_Loewe=3.74, Synergy_HSA=3.86. (5) Drug 1: CN1C(=O)N2C=NC(=C2N=N1)C(=O)N. Drug 2: CC1=C(N=C(N=C1N)C(CC(=O)N)NCC(C(=O)N)N)C(=O)NC(C(C2=CN=CN2)OC3C(C(C(C(O3)CO)O)O)OC4C(C(C(C(O4)CO)O)OC(=O)N)O)C(=O)NC(C)C(C(C)C(=O)NC(C(C)O)C(=O)NCCC5=NC(=CS5)C6=NC(=CS6)C(=O)NCCC[S+](C)C)O. Cell line: HCT-15. Synergy scores: CSS=13.2, Synergy_ZIP=-5.08, Synergy_Bliss=2.24, Synergy_Loewe=-24.5, Synergy_HSA=-1.19. (6) Drug 1: CC1=CC2C(CCC3(C2CCC3(C(=O)C)OC(=O)C)C)C4(C1=CC(=O)CC4)C. Drug 2: CCCCC(=O)OCC(=O)C1(CC(C2=C(C1)C(=C3C(=C2O)C(=O)C4=C(C3=O)C=CC=C4OC)O)OC5CC(C(C(O5)C)O)NC(=O)C(F)(F)F)O. Cell line: NCI-H522. Synergy scores: CSS=0.541, Synergy_ZIP=-0.0635, Synergy_Bliss=-0.606, Synergy_Loewe=-2.55, Synergy_HSA=-1.11.